From a dataset of Full USPTO retrosynthesis dataset with 1.9M reactions from patents (1976-2016). Predict the reactants needed to synthesize the given product. (1) Given the product [C:51]([O:50][C:48]([NH:47][C@@H:35]([CH2:36][C:37]1[CH:38]=[N:39][C:40]([C:43]([F:45])([F:46])[CH3:44])=[CH:41][CH:42]=1)[CH2:34][N:26]([C:24]1[S:25][C:21]([C:13]2[CH:14]=[C:15]3[C:10](=[CH:11][CH:12]=2)[CH:9]=[N:8][C:7]([F:6])=[CH:16]3)=[C:22]([CH2:55][O:56][CH3:57])[N:23]=1)[C:27](=[O:33])[O:28][C:29]([CH3:32])([CH3:31])[CH3:30])=[O:49])([CH3:52])([CH3:53])[CH3:54], predict the reactants needed to synthesize it. The reactants are: C([O-])(=O)C.[K+].[F:6][C:7]1[N:8]=[CH:9][C:10]2[C:15]([CH:16]=1)=[CH:14][CH:13]=[C:12](B(O)O)[CH:11]=2.Br[C:21]1[S:25][C:24]([N:26]([CH2:34][C@@H:35]([NH:47][C:48]([O:50][C:51]([CH3:54])([CH3:53])[CH3:52])=[O:49])[CH2:36][C:37]2[CH:38]=[N:39][C:40]([C:43]([F:46])([F:45])[CH3:44])=[CH:41][CH:42]=2)[C:27](=[O:33])[O:28][C:29]([CH3:32])([CH3:31])[CH3:30])=[N:23][C:22]=1[CH2:55][O:56][CH3:57].CC#N. (2) Given the product [Cl:1][C:2]1[CH:33]=[CH:32][CH:31]=[C:30]([C:34]([F:36])([F:37])[F:35])[C:3]=1[C:4]([N:6]1[C:14]2[C:9](=[CH:10][CH:11]=[C:12]([C:15]#[C:16][CH:17]=[O:18])[CH:13]=2)[C:8]([C:19]2[CH:28]=[CH:27][C:22]([C:23]([O:25][CH3:26])=[O:24])=[CH:21][C:20]=2[F:29])=[N:7]1)=[O:5], predict the reactants needed to synthesize it. The reactants are: [Cl:1][C:2]1[CH:33]=[CH:32][CH:31]=[C:30]([C:34]([F:37])([F:36])[F:35])[C:3]=1[C:4]([N:6]1[C:14]2[C:9](=[CH:10][CH:11]=[C:12]([C:15]#[C:16][CH2:17][OH:18])[CH:13]=2)[C:8]([C:19]2[CH:28]=[CH:27][C:22]([C:23]([O:25][CH3:26])=[O:24])=[CH:21][C:20]=2[F:29])=[N:7]1)=[O:5].CC(OI1(OC(C)=O)(OC(C)=O)OC(=O)C2C=CC=CC1=2)=O. (3) Given the product [Cl:11][C:12]1[CH:17]=[C:16]([Cl:18])[CH:15]=[CH:14][C:13]=1[CH2:19][CH2:20][CH:21]1[NH:10][CH2:9][CH2:8][N:3]2[C:2]([CH3:1])=[N:6][C:5]([CH3:7])=[C:4]12, predict the reactants needed to synthesize it. The reactants are: [CH3:1][C:2]1[N:3]([CH2:8][CH2:9][NH2:10])[CH:4]=[C:5]([CH3:7])[N:6]=1.[Cl:11][C:12]1[CH:17]=[C:16]([Cl:18])[CH:15]=[CH:14][C:13]=1[CH2:19][CH2:20][CH:21]=O. (4) Given the product [CH:3]1([CH:1]([OH:17])[CH2:2][S:26][C:20]2[CH:25]=[CH:24][CH:23]=[CH:22][CH:21]=2)[CH2:8][CH2:7][CH2:6][CH2:5][CH2:4]1, predict the reactants needed to synthesize it. The reactants are: [CH:1]([CH:3]1[CH2:8][CH2:7][CH2:6][CH2:5][CH2:4]1)=[CH2:2].C1C=C(Cl)C=C(C(OO)=[O:17])C=1.[C:20]1([SH:26])[CH:25]=[CH:24][CH:23]=[CH:22][CH:21]=1.